Dataset: Reaction yield outcomes from USPTO patents with 853,638 reactions. Task: Predict the reaction yield, written as a fraction of the theoretical maximum amount of product (1.0 means a 100% yield; for example, 0.34 means a 34% yield). (1) The reactants are [CH3:1][O:2][CH2:3][CH:4]([CH3:22])[O:5][C:6]1[C:7]([N+:19]([O-])=O)=[N:8][CH:9]=[C:10]([O:12][C:13]2[CH:18]=[CH:17][CH:16]=[CH:15][CH:14]=2)[CH:11]=1.O. The catalyst is C(O)(=O)C.[Zn]. The product is [CH3:1][O:2][CH2:3][CH:4]([CH3:22])[O:5][C:6]1[C:7]([NH2:19])=[N:8][CH:9]=[C:10]([O:12][C:13]2[CH:18]=[CH:17][CH:16]=[CH:15][CH:14]=2)[CH:11]=1. The yield is 0.640. (2) The reactants are [Cl-].O[NH3+:3].[C:4](=[O:7])([O-])[OH:5].[Na+].CS(C)=O.[CH2:13]([C:17]1[N:18]([CH2:32][C:33]2[CH:38]=[CH:37][C:36]([C:39]3[C:40]([C:45]#[N:46])=[CH:41][CH:42]=[CH:43][CH:44]=3)=[CH:35][C:34]=2[F:47])[C:19](=[O:31])[C:20]([C:24]2[CH:29]=[CH:28][C:27]([F:30])=[CH:26][CH:25]=2)=[C:21]([CH3:23])[N:22]=1)[CH2:14][CH2:15][CH3:16]. The catalyst is O. The product is [CH2:13]([C:17]1[N:18]([CH2:32][C:33]2[CH:38]=[CH:37][C:36]([C:39]3[CH:44]=[CH:43][CH:42]=[CH:41][C:40]=3[C:45]3[NH:3][C:4](=[O:7])[O:5][N:46]=3)=[CH:35][C:34]=2[F:47])[C:19](=[O:31])[C:20]([C:24]2[CH:25]=[CH:26][C:27]([F:30])=[CH:28][CH:29]=2)=[C:21]([CH3:23])[N:22]=1)[CH2:14][CH2:15][CH3:16]. The yield is 0.730. (3) The reactants are [OH:1][CH2:2][C:3]([CH3:19])([CH3:18])[CH2:4][CH2:5][CH2:6][CH2:7][O:8][CH2:9][CH2:10][CH2:11][CH2:12][C:13]([CH3:17])([CH3:16])[CH2:14][OH:15].C(N(CC)CC)C. The catalyst is CS(C)=O. The product is [CH3:18][C:3]([CH3:19])([CH:2]=[O:1])[CH2:4][CH2:5][CH2:6][CH2:7][O:8][CH2:9][CH2:10][CH2:11][CH2:12][C:13]([CH3:16])([CH3:17])[CH:14]=[O:15]. The yield is 0.630. (4) The reactants are [C:1]([C:6]1[CH:7]=[C:8]2[C:12](=[CH:13][CH:14]=1)[N:11]([S:15]([C:18]1[C:23]([CH3:24])=[CH:22][C:21]([CH3:25])=[CH:20][C:19]=1[CH3:26])(=[O:17])=[O:16])[CH:10]=[C:9]2[CH3:27])(OCC)=O.[H-].[Al+3].[Li+].[H-].[H-].[H-].C1(P(C2C=CC=CC=2)C2C=CC=CC=2)C=CC=CC=1.C(Br)(Br)(Br)[Br:54]. The catalyst is C1COCC1.C(OCC)(=O)C. The product is [Br:54][CH2:1][C:6]1[CH:7]=[C:8]2[C:12](=[CH:13][CH:14]=1)[N:11]([S:15]([C:18]1[C:23]([CH3:24])=[CH:22][C:21]([CH3:25])=[CH:20][C:19]=1[CH3:26])(=[O:17])=[O:16])[CH:10]=[C:9]2[CH3:27]. The yield is 0.940. (5) The reactants are [C:1]([C:3]1[S:4][C:5]2[C:11]([C:12]#[N:13])=[C:10](/[N:14]=[CH:15]/[N:16](C)C)[CH:9]=[CH:8][C:6]=2[N:7]=1)#[N:2].[Cl:19][C:20]1[CH:21]=[C:22]([CH:24]=[CH:25][CH:26]=1)N.[K+].[Br-]. The catalyst is C(Cl)Cl.CCOC(C)=O. The product is [Cl:19][C:20]1[CH:26]=[C:25]([NH:13][C:12]2[C:11]3[C:10](=[CH:9][CH:8]=[C:6]4[N:7]=[C:3]([C:1]#[N:2])[S:4][C:5]4=3)[N:14]=[CH:15][N:16]=2)[CH:24]=[CH:22][CH:21]=1. The yield is 0.740. (6) The yield is 0.920. The reactants are [O:1]=[C:2]1[CH2:10][C:9]2[C:4](=[CH:5][C:6]([C:11]([OH:13])=[O:12])=[CH:7][CH:8]=2)[NH:3]1.[CH2:14]([N:16]([CH2:31][CH3:32])[CH2:17][CH2:18][NH:19][C:20]([C:22]1[C:26]([CH3:27])=[C:25]([CH:28]=O)[NH:24][C:23]=1[CH3:30])=[O:21])[CH3:15]. No catalyst specified. The product is [CH2:31]([N:16]([CH2:14][CH3:15])[CH2:17][CH2:18][NH:19][C:20]([C:22]1[C:26]([CH3:27])=[C:25]([CH:28]=[C:10]2[C:9]3[C:4](=[CH:5][C:6]([C:11]([OH:13])=[O:12])=[CH:7][CH:8]=3)[NH:3][C:2]2=[O:1])[NH:24][C:23]=1[CH3:30])=[O:21])[CH3:32].